This data is from Peptide-MHC class II binding affinity with 134,281 pairs from IEDB. The task is: Regression. Given a peptide amino acid sequence and an MHC pseudo amino acid sequence, predict their binding affinity value. This is MHC class II binding data. (1) The peptide sequence is KRHRLIGAVVLAVSV. The MHC is DRB1_0901 with pseudo-sequence DRB1_0901. The binding affinity (normalized) is 0.807. (2) The binding affinity (normalized) is 0.877. The peptide sequence is AFILDGDNLFRKV. The MHC is DRB3_0101 with pseudo-sequence DRB3_0101. (3) The peptide sequence is AVSGDDCVVRPIDDR. The MHC is HLA-DQA10201-DQB10303 with pseudo-sequence HLA-DQA10201-DQB10303. The binding affinity (normalized) is 0.338.